Dataset: Full USPTO retrosynthesis dataset with 1.9M reactions from patents (1976-2016). Task: Predict the reactants needed to synthesize the given product. (1) Given the product [CH3:1][C:2]1[C:11]([CH3:12])=[C:10]2[C:5]([CH2:6][CH2:7][C@:8]([CH2:14][CH2:15][CH2:16][C@@H:17]([CH2:19][CH2:20][CH2:21][C@@H:22]([CH2:24][CH2:25][CH2:26][CH:27]([CH3:29])[CH3:28])[CH3:23])[CH3:18])([CH3:13])[O:9]2)=[C:4]([CH3:30])[C:3]=1[OH:31].[CH2:32]1[CH2:36][C:35]([CH2:43][C:41]([OH:40])=[O:42])([CH2:37][C:38]([OH:9])=[O:39])[CH2:34][CH2:33]1, predict the reactants needed to synthesize it. The reactants are: [CH3:1][C:2]1[C:11]([CH3:12])=[C:10]2[C:5]([CH2:6][CH2:7][C@:8]([CH2:14][CH2:15][CH2:16][C@@H:17]([CH2:19][CH2:20][CH2:21][C@@H:22]([CH2:24][CH2:25][CH2:26][CH:27]([CH3:29])[CH3:28])[CH3:23])[CH3:18])([CH3:13])[O:9]2)=[C:4]([CH3:30])[C:3]=1[OH:31].[CH2:32]1[CH2:36][C:35]2([CH2:43][C:41](=[O:42])[O:40][C:38](=[O:39])[CH2:37]2)[CH2:34][CH2:33]1.[Cl-].[Al+3].[Cl-].[Cl-]. (2) Given the product [CH3:14][S:13][CH:5]1[C:4]2[C:8](=[CH:9][CH:10]=[CH:11][C:3]=2[CH2:2][O:1][Si:15]([C:18]([CH3:21])([CH3:20])[CH3:19])([CH3:17])[CH3:16])[NH:7][C:6]1=[O:12], predict the reactants needed to synthesize it. The reactants are: [OH:1][CH2:2][C:3]1[CH:11]=[CH:10][CH:9]=[C:8]2[C:4]=1[CH:5]([S:13][CH3:14])[C:6](=[O:12])[NH:7]2.[Si:15](Cl)([C:18]([CH3:21])([CH3:20])[CH3:19])([CH3:17])[CH3:16].N1C=CN=C1. (3) Given the product [Br:1][C:2]1[CH:7]=[C:6]([CH3:8])[C:5]([S:9][C:10]2[C:15]([N+:16]([O-:18])=[O:17])=[C:14](/[CH:19]=[CH:35]/[N:36]([CH3:38])[CH3:37])[N:13]=[C:12]([NH:20][C:21]3[CH:28]=[CH:27][C:24]([C:25]#[N:26])=[CH:23][CH:22]=3)[N:11]=2)=[C:4]([CH3:29])[CH:3]=1, predict the reactants needed to synthesize it. The reactants are: [Br:1][C:2]1[CH:7]=[C:6]([CH3:8])[C:5]([S:9][C:10]2[C:15]([N+:16]([O-:18])=[O:17])=[C:14]([CH3:19])[N:13]=[C:12]([NH:20][C:21]3[CH:28]=[CH:27][C:24]([C:25]#[N:26])=[CH:23][CH:22]=3)[N:11]=2)=[C:4]([CH3:29])[CH:3]=1.C(O[CH:35](N(C)C)[N:36]([CH3:38])[CH3:37])(C)(C)C. (4) Given the product [Si:1]([O:8][CH:9]([C:22]1[O:23][C:24]([C:41]2[CH:46]=[CH:45][C:44]([CH3:47])=[CH:43][N:42]=2)=[CH:25][N:26]=1)[CH2:10][CH2:11][CH2:12][CH2:13][CH2:14][CH2:15][C:16]1[CH:21]=[CH:20][CH:19]=[CH:18][CH:17]=1)([C:4]([CH3:7])([CH3:5])[CH3:6])([CH3:2])[CH3:3], predict the reactants needed to synthesize it. The reactants are: [Si:1]([O:8][CH:9]([C:22]1[O:23][C:24]([Sn](CCCC)(CCCC)CCCC)=[CH:25][N:26]=1)[CH2:10][CH2:11][CH2:12][CH2:13][CH2:14][CH2:15][C:16]1[CH:21]=[CH:20][CH:19]=[CH:18][CH:17]=1)([C:4]([CH3:7])([CH3:6])[CH3:5])([CH3:3])[CH3:2].Br[C:41]1[CH:46]=[CH:45][C:44]([CH3:47])=[CH:43][N:42]=1. (5) Given the product [CH2:10]([P:5]([CH2:4][CH2:3][C:1]#[N:9])(=[O:7])[OH:6])[CH3:11], predict the reactants needed to synthesize it. The reactants are: [CH2:1]([CH:3]=[CH:4][PH:5](=[O:7])[OH:6])C.C#[N:9].[C:10](#N)[CH3:11]. (6) Given the product [CH3:9][N:10]([C:16]1[N:21]=[CH:20][N:19]=[C:18]([C:22](=[N:7][OH:8])[NH2:23])[CH:17]=1)[CH2:11][C:12]([F:13])([F:15])[F:14], predict the reactants needed to synthesize it. The reactants are: C(=O)([O-])O.[Na+].Cl.[NH2:7][OH:8].[CH3:9][N:10]([C:16]1[N:21]=[CH:20][N:19]=[C:18]([C:22]#[N:23])[CH:17]=1)[CH2:11][C:12]([F:15])([F:14])[F:13]. (7) The reactants are: [Cl:1][C:2]1[C:7]([O:8][C:9]2[C:14]([C:15]([F:18])([F:17])[F:16])=[CH:13][CH:12]=[CH:11][N:10]=2)=[CH:6][C:5]([NH:19][C:20](=[O:25])[CH2:21][NH:22][CH2:23][CH3:24])=[C:4]([F:26])[CH:3]=1.[CH3:27][OH:28].C(Cl)Cl. Given the product [Cl:1][C:2]1[C:7]([O:8][C:9]2[C:14]([C:15]([F:16])([F:18])[F:17])=[CH:13][CH:12]=[CH:11][N:10]=2)=[CH:6][C:5]([N:19]2[C:20](=[O:25])[CH2:21][N:22]([CH2:23][CH3:24])[C:27]2=[O:28])=[C:4]([F:26])[CH:3]=1, predict the reactants needed to synthesize it. (8) Given the product [CH3:21][O:20][C:18](=[O:19])[C:17]1[CH:16]=[CH:15][C:4]([C:5]([NH:31][CH2:30][C:26]2[CH:27]=[CH:28][CH:29]=[C:24]([OH:23])[CH:25]=2)=[O:7])=[CH:3][C:2]=1[Cl:1], predict the reactants needed to synthesize it. The reactants are: [Cl:1][C:2]1[CH:3]=[C:4]([CH:15]=[CH:16][C:17]=1[C:18]([O:20][CH3:21])=[O:19])[C:5]([O:7]N1C(=O)CCC1=O)=O.Cl.[OH:23][C:24]1[CH:25]=[C:26]([CH2:30][NH2:31])[CH:27]=[CH:28][CH:29]=1.C(N(CC)CC)C. (9) Given the product [Cl:1][C:2]1[CH:10]=[C:9]([S:11]([CH3:14])(=[O:13])=[O:12])[CH:8]=[CH:7][C:3]=1[C:4]([NH:27][C:23]1[C:22]([C:19]2[CH:20]=[CH:21][C:16]([Cl:15])=[CH:17][CH:18]=2)=[N:26][O:25][N:24]=1)=[O:6], predict the reactants needed to synthesize it. The reactants are: [Cl:1][C:2]1[CH:10]=[C:9]([S:11]([CH3:14])(=[O:13])=[O:12])[CH:8]=[CH:7][C:3]=1[C:4]([OH:6])=O.[Cl:15][C:16]1[CH:21]=[CH:20][C:19]([C:22]2[C:23]([NH2:27])=[N:24][O:25][N:26]=2)=[CH:18][CH:17]=1.C(N(CC)CC)C.C(P1(=O)OP(=O)(CCC)OP(=O)(CCC)O1)CC. (10) Given the product [CH:1]([C:4]1[CH:9]=[CH:8][C:7]([CH:10]2[C:15]3[CH:16]=[CH:17][CH:18]=[CH:19][C:20]=3[O:28][C:11]2([CH3:13])[CH3:12])=[CH:6][CH:5]=1)([CH3:3])[CH3:2], predict the reactants needed to synthesize it. The reactants are: [CH:1]([C:4]1[CH:9]=[CH:8][C:7]([C:10]([C:15]2[CH:20]=[CH:19][CH:18]=[CH:17][C:16]=2OC)(O)[CH:11]([CH3:13])[CH3:12])=[CH:6][CH:5]=1)([CH3:3])[CH3:2].Br.C(O)(=O)C.[OH2:28].